Dataset: NCI-60 drug combinations with 297,098 pairs across 59 cell lines. Task: Regression. Given two drug SMILES strings and cell line genomic features, predict the synergy score measuring deviation from expected non-interaction effect. (1) Drug 1: CC1OCC2C(O1)C(C(C(O2)OC3C4COC(=O)C4C(C5=CC6=C(C=C35)OCO6)C7=CC(=C(C(=C7)OC)O)OC)O)O. Drug 2: CCCS(=O)(=O)NC1=C(C(=C(C=C1)F)C(=O)C2=CNC3=C2C=C(C=N3)C4=CC=C(C=C4)Cl)F. Cell line: SR. Synergy scores: CSS=56.0, Synergy_ZIP=-1.55, Synergy_Bliss=-4.12, Synergy_Loewe=-12.6, Synergy_HSA=-3.10. (2) Drug 1: C1=CN(C(=O)N=C1N)C2C(C(C(O2)CO)O)O.Cl. Drug 2: CC1=C2C(C(=O)C3(C(CC4C(C3C(C(C2(C)C)(CC1OC(=O)C(C(C5=CC=CC=C5)NC(=O)OC(C)(C)C)O)O)OC(=O)C6=CC=CC=C6)(CO4)OC(=O)C)O)C)O. Cell line: SR. Synergy scores: CSS=66.6, Synergy_ZIP=1.66, Synergy_Bliss=-4.74, Synergy_Loewe=-7.04, Synergy_HSA=-5.23. (3) Drug 1: CN(CC1=CN=C2C(=N1)C(=NC(=N2)N)N)C3=CC=C(C=C3)C(=O)NC(CCC(=O)O)C(=O)O. Drug 2: C(CN)CNCCSP(=O)(O)O. Cell line: SR. Synergy scores: CSS=46.4, Synergy_ZIP=-0.629, Synergy_Bliss=-2.79, Synergy_Loewe=-33.9, Synergy_HSA=-2.34. (4) Drug 1: CC1OCC2C(O1)C(C(C(O2)OC3C4COC(=O)C4C(C5=CC6=C(C=C35)OCO6)C7=CC(=C(C(=C7)OC)O)OC)O)O. Drug 2: CC1C(C(CC(O1)OC2CC(CC3=C2C(=C4C(=C3O)C(=O)C5=C(C4=O)C(=CC=C5)OC)O)(C(=O)CO)O)N)O.Cl. Cell line: 786-0. Synergy scores: CSS=67.4, Synergy_ZIP=-1.42, Synergy_Bliss=-2.22, Synergy_Loewe=1.36, Synergy_HSA=2.44. (5) Drug 1: C1C(C(OC1N2C=NC3=C(N=C(N=C32)Cl)N)CO)O. Drug 2: C1=NC(=NC(=O)N1C2C(C(C(O2)CO)O)O)N. Cell line: SK-OV-3. Synergy scores: CSS=4.24, Synergy_ZIP=-5.36, Synergy_Bliss=-5.09, Synergy_Loewe=-5.21, Synergy_HSA=-3.51. (6) Drug 1: C(=O)(N)NO. Drug 2: C1CN(CCN1C(=O)CCBr)C(=O)CCBr. Cell line: HT29. Synergy scores: CSS=7.92, Synergy_ZIP=-4.19, Synergy_Bliss=-4.03, Synergy_Loewe=-2.54, Synergy_HSA=-1.67.